This data is from Forward reaction prediction with 1.9M reactions from USPTO patents (1976-2016). The task is: Predict the product of the given reaction. (1) The product is: [C:5]([O:4][C:3](=[O:9])[N:2]([CH:10]1[CH2:15][CH2:14][CH2:13][CH:12]([C:16]2[C:24]3[C:19](=[CH:20][CH:21]=[C:22]([NH2:25])[CH:23]=3)[NH:18][CH:17]=2)[CH2:11]1)[CH3:1])([CH3:8])([CH3:6])[CH3:7]. Given the reactants [CH3:1][N:2]([CH:10]1[CH2:15][CH2:14][CH2:13][CH:12]([C:16]2[C:24]3[C:19](=[CH:20][CH:21]=[C:22]([N+:25]([O-])=O)[CH:23]=3)[NH:18][CH:17]=2)[CH2:11]1)[C:3](=[O:9])[O:4][C:5]([CH3:8])([CH3:7])[CH3:6].O.NN, predict the reaction product. (2) Given the reactants [OH-].[Li+].[Cl:3][C:4]1[CH:9]=[C:8]([Cl:10])[CH:7]=[C:6]([Cl:11])[C:5]=1[S:12]([N:15]([CH2:17][CH2:18][CH2:19][CH2:20][C:21]([O:23]C)=[O:22])[CH3:16])(=[O:14])=[O:13], predict the reaction product. The product is: [Cl:3][C:4]1[CH:9]=[C:8]([Cl:10])[CH:7]=[C:6]([Cl:11])[C:5]=1[S:12]([N:15]([CH2:17][CH2:18][CH2:19][CH2:20][C:21]([OH:23])=[O:22])[CH3:16])(=[O:13])=[O:14]. (3) Given the reactants [Br:1][C:2]1[C:3](Cl)=[N:4][C:5]([Cl:8])=[N:6][CH:7]=1.Cl.[CH3:11][N:12]1[CH:16]=[C:15]([NH2:17])[CH:14]=[C:13]1[C:18]([O:20][CH3:21])=[O:19].C(N(C(C)C)CC)(C)C, predict the reaction product. The product is: [Br:1][C:2]1[C:3]([NH:17][C:15]2[CH:14]=[C:13]([C:18]([O:20][CH3:21])=[O:19])[N:12]([CH3:11])[CH:16]=2)=[N:4][C:5]([Cl:8])=[N:6][CH:7]=1. (4) The product is: [O:14]=[C:15]([CH3:20])[CH2:16][C:17]([NH:1][C:2]1[N:11]=[CH:10][CH:9]=[CH:8][C:3]=1[C:4]([O:6][CH3:7])=[O:5])=[O:18]. Given the reactants [NH2:1][C:2]1[N:11]=[CH:10][CH:9]=[CH:8][C:3]=1[C:4]([O:6][CH3:7])=[O:5].CC1(C)[O:18][C:17](=O)[CH:16]=[C:15]([CH3:20])[O:14]1, predict the reaction product. (5) Given the reactants [N:1]1[C:10]2[C:5](=[CH:6][C:7]([C:11]3([C:14]([O:16]C)=O)[CH2:13][CH2:12]3)=[CH:8][CH:9]=2)[CH:4]=[CH:3][CH:2]=1.O.[NH2:19][NH2:20], predict the reaction product. The product is: [N:1]1[C:10]2[C:5](=[CH:6][C:7]([C:11]3([C:14]([NH:19][NH2:20])=[O:16])[CH2:13][CH2:12]3)=[CH:8][CH:9]=2)[CH:4]=[CH:3][CH:2]=1.